Dataset: Full USPTO retrosynthesis dataset with 1.9M reactions from patents (1976-2016). Task: Predict the reactants needed to synthesize the given product. (1) The reactants are: [C:1]([Si:5](Cl)([CH3:7])[CH3:6])([CH3:4])([CH3:3])[CH3:2].[O:9]1[C:18]2[C:13](=[CH:14][CH:15]=[CH:16][CH:17]=2)[CH:12]([OH:19])[CH2:11][CH2:10]1.CN1CCOCC1.N1C=CN=C1. Given the product [C:1]([Si:5]([O:19][CH:12]1[C:13]2[C:18](=[CH:17][CH:16]=[CH:15][CH:14]=2)[O:9][CH2:10][CH2:11]1)([CH3:7])[CH3:6])([CH3:4])([CH3:3])[CH3:2], predict the reactants needed to synthesize it. (2) Given the product [CH:39]1([CH2:42][O:43][C:44]2[CH:52]=[CH:51][C:47]3[O:48][CH2:49][O:50][C:46]=3[C:45]=2[C:53]2[C:54]3[NH:61][CH:60]=[C:59]([C:62]([NH:2][C@H:3]([CH2:33][C:34]4[N:35]=[CH:36][S:37][CH:38]=4)[C:4]([N:6]4[CH2:7][CH2:8][CH:9]([N:12]5[N:21]=[C:20]([C:22]6[CH:27]=[CH:26][C:25]([O:28][CH3:29])=[C:24]([O:30][CH3:31])[CH:23]=6)[C@@H:19]6[C@@H:14]([CH2:15][CH2:16][CH2:17][CH2:18]6)[C:13]5=[O:32])[CH2:10][CH2:11]4)=[O:5])=[O:63])[C:55]=3[N:56]=[CH:57][N:58]=2)[CH2:40][CH2:41]1, predict the reactants needed to synthesize it. The reactants are: Cl.[NH2:2][C@H:3]([CH2:33][C:34]1[N:35]=[CH:36][S:37][CH:38]=1)[C:4]([N:6]1[CH2:11][CH2:10][CH:9]([N:12]2[N:21]=[C:20]([C:22]3[CH:27]=[CH:26][C:25]([O:28][CH3:29])=[C:24]([O:30][CH3:31])[CH:23]=3)[C@@H:19]3[C@@H:14]([CH2:15][CH2:16][CH2:17][CH2:18]3)[C:13]2=[O:32])[CH2:8][CH2:7]1)=[O:5].[CH:39]1([CH2:42][O:43][C:44]2[CH:52]=[CH:51][C:47]3[O:48][CH2:49][O:50][C:46]=3[C:45]=2[C:53]2[C:54]3[NH:61][CH:60]=[C:59]([C:62](O)=[O:63])[C:55]=3[N:56]=[CH:57][N:58]=2)[CH2:41][CH2:40]1.CN(C(ON1N=NC2C=CC=CC1=2)=[N+](C)C)C.F[P-](F)(F)(F)(F)F.CCN(C(C)C)C(C)C. (3) Given the product [Cl:14][C:4]1[C:5]2[CH:10]=[CH:9][NH:8][C:6]=2[N:7]=[C:2]([NH2:1])[N:3]=1, predict the reactants needed to synthesize it. The reactants are: [NH2:1][C:2]1[N:3]=[C:4](O)[C:5]2[CH:10]=[CH:9][NH:8][C:6]=2[N:7]=1.P(Cl)(Cl)([Cl:14])=O. (4) Given the product [CH2:12]([O:11][C:9]([C@@H:2]1[O:1][C@H:3]1[C:4]([OH:6])=[O:5])=[O:10])[CH3:13], predict the reactants needed to synthesize it. The reactants are: [O:1]1[C@@H:3]([C:4]([O:6]CC)=[O:5])[C@@H:2]1[C:9]([O:11][CH2:12][CH3:13])=[O:10].[OH-].[K+]. (5) Given the product [F:1][C:2]1[CH:7]=[C:6]([F:8])[CH:5]=[CH:4][C:3]=1[C:9]([OH:32])([CH2:26][N:27]1[CH:31]=[N:30][N:29]=[N:28]1)[C:10]([C:13]1[N:18]=[CH:17][C:16]([CH2:19][CH2:20][C:21]([O:23][CH2:24][CH3:25])=[O:22])=[CH:15][CH:14]=1)([F:11])[F:12], predict the reactants needed to synthesize it. The reactants are: [F:1][C:2]1[CH:7]=[C:6]([F:8])[CH:5]=[CH:4][C:3]=1[C:9]([OH:32])([CH2:26][N:27]1[CH:31]=[N:30][N:29]=[N:28]1)[C:10]([C:13]1[N:18]=[CH:17][C:16](/[CH:19]=[CH:20]/[C:21]([O:23][CH2:24][CH3:25])=[O:22])=[CH:15][CH:14]=1)([F:12])[F:11]. (6) The reactants are: [ClH:1].C(OCC)C.[CH:7]([O:10][C:11]1[C:19]([O:20][C@@H:21]2[CH2:26][CH2:25][CH2:24][C@H:23]([NH2:27])[CH2:22]2)=[CH:18][CH:17]=[C:16]2[C:12]=1[CH:13]=[N:14][NH:15]2)([CH3:9])[CH3:8]. Given the product [ClH:1].[CH:7]([O:10][C:11]1[C:19]([O:20][C@@H:21]2[CH2:26][CH2:25][CH2:24][C@H:23]([NH2:27])[CH2:22]2)=[CH:18][CH:17]=[C:16]2[C:12]=1[CH:13]=[N:14][NH:15]2)([CH3:9])[CH3:8], predict the reactants needed to synthesize it.